Dataset: Catalyst prediction with 721,799 reactions and 888 catalyst types from USPTO. Task: Predict which catalyst facilitates the given reaction. (1) Reactant: [NH:1]1[CH2:6][CH2:5][NH:4][CH2:3][C:2]1=[O:7].[N:8]([CH:11]([C:18]1[CH:23]=[CH:22][CH:21]=[CH:20][CH:19]=1)[C:12]1[CH:17]=[CH:16][CH:15]=[CH:14][CH:13]=1)=[C:9]=[O:10]. Product: [CH:11]([NH:8][C:9]([N:4]1[CH2:5][CH2:6][NH:1][C:2](=[O:7])[CH2:3]1)=[O:10])([C:18]1[CH:19]=[CH:20][CH:21]=[CH:22][CH:23]=1)[C:12]1[CH:17]=[CH:16][CH:15]=[CH:14][CH:13]=1. The catalyst class is: 4. (2) Reactant: [I-].[Na+].Cl[Si](C)(C)C.C[O:9][C:10]1[C:11](=[O:28])[C:12]([C:17]2[N:21]([C:22]3[CH:27]=[CH:26][CH:25]=[CH:24][CH:23]=3)[N:20]=[CH:19][CH:18]=2)=[N:13][N:14]([CH3:16])[CH:15]=1.O. The catalyst class is: 10. Product: [OH:9][C:10]1[C:11](=[O:28])[C:12]([C:17]2[N:21]([C:22]3[CH:27]=[CH:26][CH:25]=[CH:24][CH:23]=3)[N:20]=[CH:19][CH:18]=2)=[N:13][N:14]([CH3:16])[CH:15]=1. (3) Reactant: C(=O)C1C=CC=CC=1.C[Si]([N-][Si](C)(C)C)(C)C.[Li+].[N:19]1[CH:24]=[CH:23][CH:22]=[CH:21][C:20]=1[C:25]([K])([CH3:27])[CH3:26].CC([O-])(C)C.[K+].C(NC(C)C)(C)C.[Li]CCCC.[CH:47]([C:50]1[CH:55]=[CH:54][CH:53]=[CH:52][N:51]=1)([CH3:49])C.[NH4+].[Cl-]. Product: [CH3:26][C:25]([C:20]1[CH:21]=[CH:22][CH:23]=[CH:24][N:19]=1)([CH3:27])[CH:52]([C:53]1[CH:49]=[CH:47][CH:50]=[CH:55][CH:54]=1)[NH2:51]. The catalyst class is: 1. (4) Reactant: [Br:1][C:2]1[CH:7]=[CH:6][C:5]([N+:8]([O-:10])=[O:9])=[C:4](F)[CH:3]=1.[CH3:12][CH:13]([S-:15])[CH3:14].[Na+].O.C(#N)C. Product: [Br:1][C:2]1[CH:7]=[CH:6][C:5]([N+:8]([O-:10])=[O:9])=[C:4]([S:15][CH:13]([CH3:14])[CH3:12])[CH:3]=1. The catalyst class is: 2. (5) Reactant: [F:1][C:2]1[CH:36]=[CH:35][C:5]([CH2:6][N:7]2[C:19](=[O:20])[C:18]3[C:17]([O:21][Si:22]([CH:29]([CH3:31])[CH3:30])([CH:26]([CH3:28])[CH3:27])[CH:23]([CH3:25])[CH3:24])=[C:16]4[C:11]([CH:12]=[CH:13][CH:14]=[N:15]4)=[C:10]([O:32][CH3:33])[C:9]=3[C:8]2=[O:34])=[CH:4][CH:3]=1.[CH3:37][Mg]Br.CCOCC. Product: [F:1][C:2]1[CH:3]=[CH:4][C:5]([CH2:6][N:7]2[C:19](=[O:20])[C:18]3[C:17]([O:21][Si:22]([CH:29]([CH3:30])[CH3:31])([CH:26]([CH3:27])[CH3:28])[CH:23]([CH3:25])[CH3:24])=[C:16]4[C:11]([CH:12]=[CH:13][CH:14]=[N:15]4)=[C:10]([O:32][CH3:33])[C:9]=3[C:8]2([OH:34])[CH3:37])=[CH:35][CH:36]=1. The catalyst class is: 1.